This data is from NCI-60 drug combinations with 297,098 pairs across 59 cell lines. The task is: Regression. Given two drug SMILES strings and cell line genomic features, predict the synergy score measuring deviation from expected non-interaction effect. (1) Drug 1: CS(=O)(=O)C1=CC(=C(C=C1)C(=O)NC2=CC(=C(C=C2)Cl)C3=CC=CC=N3)Cl. Drug 2: C1CN(CCN1C(=O)CCBr)C(=O)CCBr. Cell line: MALME-3M. Synergy scores: CSS=11.4, Synergy_ZIP=-2.73, Synergy_Bliss=5.60, Synergy_Loewe=2.80, Synergy_HSA=4.30. (2) Drug 1: CCC1=C2CN3C(=CC4=C(C3=O)COC(=O)C4(CC)O)C2=NC5=C1C=C(C=C5)O. Drug 2: C1CCC(C(C1)N)N.C(=O)(C(=O)[O-])[O-].[Pt+4]. Cell line: CAKI-1. Synergy scores: CSS=30.9, Synergy_ZIP=-5.68, Synergy_Bliss=-4.57, Synergy_Loewe=-0.0152, Synergy_HSA=1.52. (3) Drug 1: C1=CC(=CC=C1CC(C(=O)O)N)N(CCCl)CCCl.Cl. Drug 2: CC(C)CN1C=NC2=C1C3=CC=CC=C3N=C2N. Cell line: T-47D. Synergy scores: CSS=19.4, Synergy_ZIP=-3.18, Synergy_Bliss=1.54, Synergy_Loewe=-0.693, Synergy_HSA=-1.85. (4) Drug 1: C1=CC(=CC=C1CCCC(=O)O)N(CCCl)CCCl. Drug 2: CCC1(CC2CC(C3=C(CCN(C2)C1)C4=CC=CC=C4N3)(C5=C(C=C6C(=C5)C78CCN9C7C(C=CC9)(C(C(C8N6C=O)(C(=O)OC)O)OC(=O)C)CC)OC)C(=O)OC)O.OS(=O)(=O)O. Cell line: KM12. Synergy scores: CSS=26.2, Synergy_ZIP=-9.91, Synergy_Bliss=-8.90, Synergy_Loewe=-32.5, Synergy_HSA=-5.36. (5) Drug 1: CC1C(C(CC(O1)OC2CC(CC3=C2C(=C4C(=C3O)C(=O)C5=C(C4=O)C(=CC=C5)OC)O)(C(=O)CO)O)N)O.Cl. Drug 2: C1=C(C(=O)NC(=O)N1)F. Cell line: OVCAR3. Synergy scores: CSS=55.9, Synergy_ZIP=-2.10, Synergy_Bliss=-2.22, Synergy_Loewe=-1.65, Synergy_HSA=-1.23. (6) Drug 1: C1=NC2=C(N1)C(=S)N=C(N2)N. Drug 2: CC1C(C(CC(O1)OC2CC(CC3=C2C(=C4C(=C3O)C(=O)C5=CC=CC=C5C4=O)O)(C(=O)C)O)N)O. Cell line: M14. Synergy scores: CSS=57.6, Synergy_ZIP=-3.77, Synergy_Bliss=-4.41, Synergy_Loewe=-2.68, Synergy_HSA=-0.733. (7) Drug 2: CC(C)NC(=O)C1=CC=C(C=C1)CNNC.Cl. Cell line: SK-MEL-5. Drug 1: C1=C(C(=O)NC(=O)N1)F. Synergy scores: CSS=40.3, Synergy_ZIP=-3.34, Synergy_Bliss=-7.27, Synergy_Loewe=-14.2, Synergy_HSA=-8.98. (8) Drug 1: CC12CCC3C(C1CCC2=O)CC(=C)C4=CC(=O)C=CC34C. Drug 2: C(=O)(N)NO. Cell line: BT-549. Synergy scores: CSS=48.8, Synergy_ZIP=-1.56, Synergy_Bliss=2.76, Synergy_Loewe=-13.9, Synergy_HSA=1.87. (9) Drug 1: CN1CCC(CC1)COC2=C(C=C3C(=C2)N=CN=C3NC4=C(C=C(C=C4)Br)F)OC. Drug 2: C#CCC(CC1=CN=C2C(=N1)C(=NC(=N2)N)N)C3=CC=C(C=C3)C(=O)NC(CCC(=O)O)C(=O)O. Cell line: SF-268. Synergy scores: CSS=-1.54, Synergy_ZIP=1.98, Synergy_Bliss=-1.40, Synergy_Loewe=-4.92, Synergy_HSA=-4.63.